This data is from NCI-60 drug combinations with 297,098 pairs across 59 cell lines. The task is: Regression. Given two drug SMILES strings and cell line genomic features, predict the synergy score measuring deviation from expected non-interaction effect. (1) Drug 1: CCN(CC)CCNC(=O)C1=C(NC(=C1C)C=C2C3=C(C=CC(=C3)F)NC2=O)C. Drug 2: N.N.Cl[Pt+2]Cl. Cell line: K-562. Synergy scores: CSS=7.16, Synergy_ZIP=1.44, Synergy_Bliss=-2.92, Synergy_Loewe=-17.1, Synergy_HSA=-9.73. (2) Synergy scores: CSS=5.86, Synergy_ZIP=-2.38, Synergy_Bliss=-0.433, Synergy_Loewe=-29.3, Synergy_HSA=-9.25. Drug 1: CC1=CC2C(CCC3(C2CCC3(C(=O)C)OC(=O)C)C)C4(C1=CC(=O)CC4)C. Cell line: SK-MEL-5. Drug 2: C1=NC2=C(N1)C(=S)N=CN2. (3) Drug 1: C1=CC(=C2C(=C1NCCNCCO)C(=O)C3=C(C=CC(=C3C2=O)O)O)NCCNCCO. Drug 2: C1CCC(CC1)NC(=O)N(CCCl)N=O. Cell line: UO-31. Synergy scores: CSS=16.6, Synergy_ZIP=-8.81, Synergy_Bliss=-9.91, Synergy_Loewe=-6.90, Synergy_HSA=-6.22. (4) Drug 1: CN(C)C1=NC(=NC(=N1)N(C)C)N(C)C. Drug 2: CCN(CC)CCNC(=O)C1=C(NC(=C1C)C=C2C3=C(C=CC(=C3)F)NC2=O)C. Cell line: M14. Synergy scores: CSS=-2.45, Synergy_ZIP=1.94, Synergy_Bliss=0.809, Synergy_Loewe=-6.51, Synergy_HSA=-2.98. (5) Drug 1: C1=CC(=CC=C1CCC2=CNC3=C2C(=O)NC(=N3)N)C(=O)NC(CCC(=O)O)C(=O)O. Drug 2: C1CC(C1)(C(=O)O)C(=O)O.[NH2-].[NH2-].[Pt+2]. Cell line: NCI-H322M. Synergy scores: CSS=23.3, Synergy_ZIP=-0.776, Synergy_Bliss=8.25, Synergy_Loewe=-6.49, Synergy_HSA=8.76. (6) Drug 1: CC1=C(C=C(C=C1)NC2=NC=CC(=N2)N(C)C3=CC4=NN(C(=C4C=C3)C)C)S(=O)(=O)N.Cl. Drug 2: CC(C)NC(=O)C1=CC=C(C=C1)CNNC.Cl. Cell line: K-562. Synergy scores: CSS=37.1, Synergy_ZIP=7.07, Synergy_Bliss=11.0, Synergy_Loewe=9.87, Synergy_HSA=10.2. (7) Drug 1: CN1CCC(CC1)COC2=C(C=C3C(=C2)N=CN=C3NC4=C(C=C(C=C4)Br)F)OC. Drug 2: CC1C(C(CC(O1)OC2CC(CC3=C2C(=C4C(=C3O)C(=O)C5=C(C4=O)C(=CC=C5)OC)O)(C(=O)CO)O)N)O.Cl. Cell line: RPMI-8226. Synergy scores: CSS=45.0, Synergy_ZIP=3.95, Synergy_Bliss=5.44, Synergy_Loewe=-16.3, Synergy_HSA=2.47.